This data is from NCI-60 drug combinations with 297,098 pairs across 59 cell lines. The task is: Regression. Given two drug SMILES strings and cell line genomic features, predict the synergy score measuring deviation from expected non-interaction effect. (1) Drug 1: C1=CC=C(C=C1)NC(=O)CCCCCCC(=O)NO. Drug 2: CC12CCC3C(C1CCC2OP(=O)(O)O)CCC4=C3C=CC(=C4)OC(=O)N(CCCl)CCCl.[Na+]. Cell line: SK-OV-3. Synergy scores: CSS=-6.86, Synergy_ZIP=0.571, Synergy_Bliss=-3.46, Synergy_Loewe=-9.79, Synergy_HSA=-7.44. (2) Drug 1: C1CCN(CC1)CCOC2=CC=C(C=C2)C(=O)C3=C(SC4=C3C=CC(=C4)O)C5=CC=C(C=C5)O. Drug 2: CC1=CC2C(CCC3(C2CCC3(C(=O)C)OC(=O)C)C)C4(C1=CC(=O)CC4)C. Cell line: IGROV1. Synergy scores: CSS=0.809, Synergy_ZIP=-0.310, Synergy_Bliss=0.514, Synergy_Loewe=-0.265, Synergy_HSA=-0.193. (3) Drug 1: C1=NC2=C(N=C(N=C2N1C3C(C(C(O3)CO)O)O)F)N. Drug 2: CCCCCOC(=O)NC1=NC(=O)N(C=C1F)C2C(C(C(O2)C)O)O. Cell line: LOX IMVI. Synergy scores: CSS=-3.11, Synergy_ZIP=4.06, Synergy_Bliss=4.17, Synergy_Loewe=-4.83, Synergy_HSA=-3.87. (4) Drug 1: CC1OCC2C(O1)C(C(C(O2)OC3C4COC(=O)C4C(C5=CC6=C(C=C35)OCO6)C7=CC(=C(C(=C7)OC)O)OC)O)O. Drug 2: CCC(=C(C1=CC=CC=C1)C2=CC=C(C=C2)OCCN(C)C)C3=CC=CC=C3.C(C(=O)O)C(CC(=O)O)(C(=O)O)O. Cell line: NCI-H522. Synergy scores: CSS=20.2, Synergy_ZIP=-6.83, Synergy_Bliss=-1.61, Synergy_Loewe=-8.94, Synergy_HSA=-1.11. (5) Drug 1: CNC(=O)C1=NC=CC(=C1)OC2=CC=C(C=C2)NC(=O)NC3=CC(=C(C=C3)Cl)C(F)(F)F. Drug 2: CCC1(C2=C(COC1=O)C(=O)N3CC4=CC5=C(C=CC(=C5CN(C)C)O)N=C4C3=C2)O.Cl. Cell line: HCT-15. Synergy scores: CSS=7.10, Synergy_ZIP=3.61, Synergy_Bliss=6.39, Synergy_Loewe=-20.8, Synergy_HSA=-5.90. (6) Cell line: A549. Drug 1: CC1=C(C=C(C=C1)NC(=O)C2=CC=C(C=C2)CN3CCN(CC3)C)NC4=NC=CC(=N4)C5=CN=CC=C5. Synergy scores: CSS=18.0, Synergy_ZIP=-4.94, Synergy_Bliss=1.80, Synergy_Loewe=-19.3, Synergy_HSA=-0.471. Drug 2: CC1=C(N=C(N=C1N)C(CC(=O)N)NCC(C(=O)N)N)C(=O)NC(C(C2=CN=CN2)OC3C(C(C(C(O3)CO)O)O)OC4C(C(C(C(O4)CO)O)OC(=O)N)O)C(=O)NC(C)C(C(C)C(=O)NC(C(C)O)C(=O)NCCC5=NC(=CS5)C6=NC(=CS6)C(=O)NCCC[S+](C)C)O. (7) Drug 1: CC1C(C(=O)NC(C(=O)N2CCCC2C(=O)N(CC(=O)N(C(C(=O)O1)C(C)C)C)C)C(C)C)NC(=O)C3=C4C(=C(C=C3)C)OC5=C(C(=O)C(=C(C5=N4)C(=O)NC6C(OC(=O)C(N(C(=O)CN(C(=O)C7CCCN7C(=O)C(NC6=O)C(C)C)C)C)C(C)C)C)N)C. Drug 2: CC1CCC2CC(C(=CC=CC=CC(CC(C(=O)C(C(C(=CC(C(=O)CC(OC(=O)C3CCCCN3C(=O)C(=O)C1(O2)O)C(C)CC4CCC(C(C4)OC)OCCO)C)C)O)OC)C)C)C)OC. Cell line: ACHN. Synergy scores: CSS=0.588, Synergy_ZIP=-1.38, Synergy_Bliss=1.01, Synergy_Loewe=-3.18, Synergy_HSA=-0.590. (8) Drug 1: C1CN1P(=S)(N2CC2)N3CC3. Drug 2: CC1C(C(CC(O1)OC2CC(OC(C2O)C)OC3=CC4=CC5=C(C(=O)C(C(C5)C(C(=O)C(C(C)O)O)OC)OC6CC(C(C(O6)C)O)OC7CC(C(C(O7)C)O)OC8CC(C(C(O8)C)O)(C)O)C(=C4C(=C3C)O)O)O)O. Cell line: SN12C. Synergy scores: CSS=58.0, Synergy_ZIP=-4.07, Synergy_Bliss=-1.15, Synergy_Loewe=-16.1, Synergy_HSA=-2.96. (9) Drug 1: CC1=CC2C(CCC3(C2CCC3(C(=O)C)OC(=O)C)C)C4(C1=CC(=O)CC4)C. Drug 2: CC=C1C(=O)NC(C(=O)OC2CC(=O)NC(C(=O)NC(CSSCCC=C2)C(=O)N1)C(C)C)C(C)C. Cell line: HT29. Synergy scores: CSS=55.1, Synergy_ZIP=-0.166, Synergy_Bliss=-1.71, Synergy_Loewe=-67.4, Synergy_HSA=-2.57.